This data is from Catalyst prediction with 721,799 reactions and 888 catalyst types from USPTO. The task is: Predict which catalyst facilitates the given reaction. (1) Reactant: [CH3:1][O:2][C:3]1[C:12]2[C:7](=[CH:8][CH:9]=[CH:10][CH:11]=2)[N:6]=[C:5]([C:13]([O:15]C)=O)[CH:4]=1.O.[NH2:18][NH2:19]. Product: [CH3:1][O:2][C:3]1[C:12]2[C:7](=[CH:8][CH:9]=[CH:10][CH:11]=2)[N:6]=[C:5]([C:13]([NH:18][NH2:19])=[O:15])[CH:4]=1. The catalyst class is: 41. (2) Reactant: [C:1]([O:5][C:6]([N:8]1[CH2:13][CH2:12][C:11](=O)[CH2:10][CH:9]1[CH2:15][C:16]1[CH:21]=[CH:20][CH:19]=[CH:18][CH:17]=1)=[O:7])([CH3:4])([CH3:3])[CH3:2].C1(C)C=CC(S([CH2:31][N+:32]#[C-])(=O)=O)=CC=1.CC(C)([O-])C.[K+].O. Product: [CH2:15]([CH:9]1[CH2:10][CH:11]([C:31]#[N:32])[CH2:12][CH2:13][N:8]1[C:6]([O:5][C:1]([CH3:4])([CH3:3])[CH3:2])=[O:7])[C:16]1[CH:21]=[CH:20][CH:19]=[CH:18][CH:17]=1. The catalyst class is: 57. (3) Reactant: CCN=C=NCCCN(C)C.C1C=CC2N(O)N=NC=2C=1.[C:22]([C:24]1[CH:25]=[C:26]([CH:30]=[CH:31][C:32]=1[O:33][CH:34]([CH3:36])[CH3:35])[C:27]([OH:29])=O)#[N:23].O[NH:38][C:39](=[NH:58])[C:40]1[CH:48]=[C:47]2[C:43]([C:44]([CH2:49][CH2:50][C:51]([O:53][C:54]([CH3:57])([CH3:56])[CH3:55])=[O:52])=[CH:45][NH:46]2)=[CH:42][CH:41]=1. Product: [C:22]([C:24]1[CH:25]=[C:26]([C:27]2[O:29][N:38]=[C:39]([C:40]3[CH:48]=[C:47]4[C:43]([C:44]([CH2:49][CH2:50][C:51]([O:53][C:54]([CH3:57])([CH3:56])[CH3:55])=[O:52])=[CH:45][NH:46]4)=[CH:42][CH:41]=3)[N:58]=2)[CH:30]=[CH:31][C:32]=1[O:33][CH:34]([CH3:36])[CH3:35])#[N:23]. The catalyst class is: 3. (4) Reactant: Br[C:2]1[CH:16]=[C:15]([CH2:17][N:18]([CH3:29])[S:19]([C:22]2[CH:27]=[CH:26][C:25]([F:28])=[CH:24][CH:23]=2)(=[O:21])=[O:20])[CH:14]=[CH:13][C:3]=1[O:4][CH2:5][C:6]([O:8][C:9]([CH3:12])([CH3:11])[CH3:10])=[O:7].[C:30]([C:32]1[CH:33]=[C:34](B(O)O)[CH:35]=[CH:36][CH:37]=1)#[N:31].C(=O)([O-])[O-].[K+].[K+]. Product: [C:30]([C:32]1[CH:37]=[C:36]([C:2]2[CH:16]=[C:15]([CH2:17][N:18]([CH3:29])[S:19]([C:22]3[CH:27]=[CH:26][C:25]([F:28])=[CH:24][CH:23]=3)(=[O:21])=[O:20])[CH:14]=[CH:13][C:3]=2[O:4][CH2:5][C:6]([O:8][C:9]([CH3:12])([CH3:11])[CH3:10])=[O:7])[CH:35]=[CH:34][CH:33]=1)#[N:31]. The catalyst class is: 3. (5) Reactant: Cl[C:2]1[C:11]2=[N:12][N:13](CC3C=CC(OC)=CC=3)[CH:14]=[C:10]2[C:9]2[CH:8]=[C:7]([O:24][CH3:25])[CH:6]=[CH:5][C:4]=2[N:3]=1.[CH2:26]([O:28][C:29]1[CH:35]=[CH:34][C:32]([NH2:33])=[CH:31][C:30]=1[O:36][CH3:37])[CH3:27].Cl. Product: [CH2:26]([O:28][C:29]1[CH:35]=[CH:34][C:32]([NH:33][C:2]2[C:11]3[NH:12][N:13]=[CH:14][C:10]=3[C:9]3[CH:8]=[C:7]([O:24][CH3:25])[CH:6]=[CH:5][C:4]=3[N:3]=2)=[CH:31][C:30]=1[O:36][CH3:37])[CH3:27]. The catalyst class is: 71. (6) Reactant: [O:1]1[C@@H:6]([CH2:7][N:8]2[CH2:13][CH2:12][N:11]([C:14]3[C:19]([CH2:20][O:21][CH2:22][CH2:23]O)=[CH:18][CH:17]=[CH:16][N:15]=3)[CH2:10][CH2:9]2)[CH2:5][O:4][C:3]2[CH:25]=[CH:26][CH:27]=[CH:28][C:2]1=2.C(Cl)Cl.CCN(S(F)(F)[F:38])CC.C([O-])([O-])=O.[Na+].[Na+]. Product: [O:1]1[C@@H:6]([CH2:7][N:8]2[CH2:13][CH2:12][N:11]([C:14]3[C:19]([CH2:20][O:21][CH2:22][CH2:23][F:38])=[CH:18][CH:17]=[CH:16][N:15]=3)[CH2:10][CH2:9]2)[CH2:5][O:4][C:3]2[CH:25]=[CH:26][CH:27]=[CH:28][C:2]1=2. The catalyst class is: 6. (7) Reactant: [I:1]I.[CH3:3][O:4][C:5]1[CH:6]=[C:7]2[C:12](=[CH:13][C:14]=1[O:15][CH3:16])[NH:11][CH:10]=[CH:9][C:8]2=[O:17].CC(O)=O. Product: [I:1][C:9]1[C:8](=[O:17])[C:7]2[C:12](=[CH:13][C:14]([O:15][CH3:16])=[C:5]([O:4][CH3:3])[CH:6]=2)[NH:11][CH:10]=1. The catalyst class is: 74. (8) Reactant: [C:1]([O:5][C:6](=[O:24])[N:7]([CH2:15][CH2:16][C:17]1[CH:22]=[CH:21][CH:20]=[CH:19][C:18]=1[Cl:23])[CH2:8][CH2:9][CH2:10][S:11][CH2:12][CH:13]=O)([CH3:4])([CH3:3])[CH3:2].Cl.[NH2:26][CH2:27][C@@H:28]([C:30]1[C:38]2[S:37][C:36](=[O:39])[NH:35][C:34]=2[C:33]([OH:40])=[CH:32][CH:31]=1)[OH:29].C([BH3-])#N.[Na+]. The catalyst class is: 130. Product: [C:1]([O:5][C:6](=[O:24])[N:7]([CH2:15][CH2:16][C:17]1[CH:22]=[CH:21][CH:20]=[CH:19][C:18]=1[Cl:23])[CH2:8][CH2:9][CH2:10][S:11][CH2:12][CH2:13][NH:26][CH2:27][C@H:28]([OH:29])[C:30]1[C:38]2[S:37][C:36](=[O:39])[NH:35][C:34]=2[C:33]([OH:40])=[CH:32][CH:31]=1)([CH3:4])([CH3:3])[CH3:2]. (9) Reactant: [C:1]1([N:7]2[CH:11]=[C:10]([C:12]([NH:14][CH2:15][CH2:16][NH:17][C:18]([C:20]3[CH:21]=[CH:22][C:23]([NH:26]C(=O)OC(C)(C)C)=[N:24][CH:25]=3)=[O:19])=[O:13])[C:9]([C:34]([F:37])([F:36])[F:35])=[N:8]2)[CH:6]=[CH:5][CH:4]=[CH:3][CH:2]=1. Product: [NH2:26][C:23]1[CH:22]=[CH:21][C:20]([C:18]([NH:17][CH2:16][CH2:15][NH:14][C:12]([C:10]2[C:9]([C:34]([F:37])([F:36])[F:35])=[N:8][N:7]([C:1]3[CH:6]=[CH:5][CH:4]=[CH:3][CH:2]=3)[CH:11]=2)=[O:13])=[O:19])=[CH:25][N:24]=1. The catalyst class is: 67. (10) Reactant: Cl[C:2]1[N:10]=[C:9]2[C:5]([N:6]=[CH:7][N:8]2[CH3:11])=[C:4]([NH:12][CH2:13][CH2:14][C:15]2[CH:20]=[CH:19][CH:18]=[CH:17][CH:16]=2)[N:3]=1.[NH2:21][C@H:22]([CH2:25][CH3:26])[CH2:23][OH:24].CCOCC. Product: [CH3:11][N:8]1[CH:7]=[N:6][C:5]2[C:9]1=[N:10][C:2]([NH:21][C@H:22]([CH2:25][CH3:26])[CH2:23][OH:24])=[N:3][C:4]=2[NH:12][CH2:13][CH2:14][C:15]1[CH:20]=[CH:19][CH:18]=[CH:17][CH:16]=1. The catalyst class is: 6.